This data is from Drug-target binding data from BindingDB using IC50 measurements. The task is: Regression. Given a target protein amino acid sequence and a drug SMILES string, predict the binding affinity score between them. We predict pIC50 (pIC50 = -log10(IC50 in M); higher means more potent). Dataset: bindingdb_ic50. (1) The target protein (Q9IQ47) has sequence MEDFVRQCFNPMIVELAEKTMKEYGEDLKIETNKFAAICTHLEVCFMYSDFHFINEQGESIIVELGDPSALLKHRFEIIEGRDRTMAWTVVNSICNTTGAEKPKFLPDLYDYKENRFIEIGVTRREVHIYYLEKANKIKSEKTHIHIFSFTGEEMATKADYTLDEESRARIKTRLFTIRQEMASRGLWDSFRQSERGEETIEERFEITGTMRKLADQSLPPNFSSLENFRAYVDGFEPNGYIEGKLSQMSKEVNARIEPFLKTTPRPLRLPNGPPCSQRSKFLLMDALKLSIEDPSHEGEGIPLYDAIKCMRTFFGWKEPNVVKPHEKGINPNYLLSWKQVLAELQDIENEEKIPKTKNMKKTSQLKWALGENMAPEKVDFDDCKDVGDLKQYDSDEPELRSLASWIQNEFNKACELTDSSWIELDEIGEDVAPIEHIASMRRNYFTSEVSHCRATEYIMKGVYINTALLNASCAAMDDFQLIPMISKCRTKEGRRKTNL.... The pIC50 is 3.3. The drug is O=C(CC(=O)Nc1ccccc1)NNc1ccc([N+](=O)[O-])cc1. (2) The drug is CCCOc1cc(Br)c2c(c1)B(O)OC2CN.Cl. The target protein (P9WFV1) has sequence MTESPTAGPGGVPRADDADSDVPRYRYTAELAARLERTWQENWARLGTFNVPNPVGSLAPPDGAAVPDDKLFVQDMFPYPSGEGLHVGHPLGYIATDVYARYFRMVGRNVLHALGFDAFGLPAEQYAVQTGTHPRTRTEANVVNFRRQLGRLGFGHDSRRSFSTTDVDFYRWTQWIFLQIYNAWFDTTANKARPISELVAEFESGARCLDGGRDWAKLTAGERADVIDEYRLVYRADSLVNWCPGLGTVLANEEVTADGRSDRGNFPVFRKRLRQWMMRITAYADRLLDDLDVLDWPEQVKTMQRNWIGRSTGAVALFSARAASDDGFEVDIEVFTTRPDTLFGATYLVLAPEHDLVDELVAASWPAGVNPLWTYGGGTPGEAIAAYRRAIAAKSDLERQESREKTGVFLGSYAINPANGEPVPIFIADYVLAGYGTGAIMAVPGHDQRDWDFARAFGLPIVEVIAGGNISESAYTGDGILVNSDYLNGMSVPAAKRAIV.... The pIC50 is 6.4. (3) The small molecule is CC(=O)N[C@@H](Cc1ccccc1)C(=O)N[C@H](C(=O)N[C@@H](CC(C)C)C(=O)N[C@@H](CC(=O)O)C(=O)N[C@@H](C)C(=O)N[C@@H](CC(=O)O)C(=O)N[C@@H](Cc1ccccc1)C(=O)O)[C@H](C)O. The target protein (P07742) has sequence MHVIKRDGRQERVMFDKITSRIQKLCYGLNMDFVDPAQITMKVIQGLYSGVTTVELDTLAAETAATLTTKHPDYAILAARIAVSNLHKETKKVFSDVMEDLYNYINPHNGRHSPMVASSTLDIVMANKDRLNSAIIYDRDFSYNYFGFKTLERSYLLKINGKVAERPQHMLMRVSVGIHKEDIDAAIETYNLLSEKWFTHASPTLFNAGTNRPQLSSCFLLSMKDDSIEGIYDTLKQCALISKSAGGIGVAVSCIRATGSYIAGTNGNSNGLVPMLRVYNNTARYVDQGGNKRPGAFAIYLEPWHLDIFEFLDLKKNTGKEEQRARDLFFALWIPDLFMKRVETNQDWSLMCPNECPGLDEVWGEEFEKLYESYEKQGRVRKVVKAQQLWYAIIESQTETGTPYMLYKDSCNRKSNQQNLGTIKCSNLCTEIVEYTSKDEVAVCNLASLALNMYVTPEHTYDFEKLAEVTKVIVRNLNKIIDINYYPIPEAHLSNKRHRP.... The pIC50 is 5.1. (4) The compound is COc1cc2c(cc1Cl)C(c1ccc(Cl)c(Cl)c1)=NCC2. The target protein (O14920) has sequence MSWSPSLTTQTCGAWEMKERLGTGGFGNVIRWHNQETGEQIAIKQCRQELSPRNRERWCLEIQIMRRLTHPNVVAARDVPEGMQNLAPNDLPLLAMEYCQGGDLRKYLNQFENCCGLREGAILTLLSDIASALRYLHENRIIHRDLKPENIVLQQGEQRLIHKIIDLGYAKELDQGSLCTSFVGTLQYLAPELLEQQKYTVTVDYWSFGTLAFECITGFRPFLPNWQPVQWHSKVRQKSEVDIVVSEDLNGTVKFSSSLPYPNNLNSVLAERLEKWLQLMLMWHPRQRGTDPTYGPNGCFKALDDILNLKLVHILNMVTGTIHTYPVTEDESLQSLKARIQQDTGIPEEDQELLQEAGLALIPDKPATQCISDGKLNEGHTLDMDLVFLFDNSKITYETQISPRPQPESVSCILQEPKRNLAFFQLRKVWGQVWHSIQTLKEDCNRLQQGQRAAMMNLLRNNSCLSKMKNSMASMSQQLKAKLDFFKTSIQIDLEKYSEQ.... The pIC50 is 5.0. (5) The compound is C=C1CC[C@]2(O)[C@]3(C)C[C@]4(O)O[C@@]2([C@@H]1O)[C@]1(O)[C@@]3(O)[C@H](O)[C@](O)(C(C)C)[C@]41C. The target protein (P11716) has sequence MGDGGEGEDEVQFLRTDDEVVLQCSATVLKEQLKLCLAAEGFGNRLCFLEPTSNAQNVPPDLAICCFTLEQSLSVRALQEMLANTVEAGVESSQGGGHRTLLYGHAILLRHAHSRMYLSCLTTSRSMTDKLAFDVGLQEDATGEACWWTMHPASKQRSEGEKVRVGDDLILVSVSSERYLHLSTASGELQVDASFMQTLWNMNPICSCCEEGYVTGGHVLRLFHGHMDECLTISAADSDDQRRLVYYEGGAVCTHARSLWRLEPLRISWSGSHLRWGQPLRIRHVTTGRYLALTEDQGLVVVDACKAHTKATSFCFRVSKEKLDTAPKRDVEGMGPPEIKYGESLCFVQHVASGLWLTYAAPDPKALRLGVLKKKAILHQEGHMDDALFLTRCQQEESQAARMIHSTAGLYNQFIKGLDSFSGKPRGSGPPAGPALPIEAVILSLQDLIGYFEPPSEELQHEEKQSKLRSLRNRQSLFQEEGMLSLVLNCIDRLNVYTTA.... The pIC50 is 5.0. (6) The compound is Cc1nc2sccn2c1C(=O)NN1C(=O)C(C)SC12CCC(C)CC2. The target protein (P03438) has sequence MKTIIALSYIFCLALGQDLPGNDNSTATLCLGHHAVPNGTLVKTITDDQIEVTNATELVQSSSTGKICNNPHRILDGIDCTLIDALLGDPHCDVFQKETWDLFVERSKAFSNCYPYDVPDYASLRSLVASSGTLEFITEGFTWTGVTQNGGSIACKRGPDSGFFSRLNWLTKSESTYPVLNVTMPNNDNFDKLYIWGIHHPSTNQEQTSLYVQASGRVTVSTRRSQQTIIPNIGSRPWVRGLSSRISIYWTIVKPGDVLVINSNGNLIAPRGYFKMRTGKSSIMRSDAPIDTCISECITPNGSIPNDKPFQNVNKITYGACPKYVKQNTLKLATGMRNVPEKQTRGLFGAIAGFIENGWEGMIDGWYGFRHQNSEGTGQAADLKSTQAAIDQINGKLNRVIEKTNEKFHQIEKEFSEVEGRIQDLEKYVEDTKIDLWSYNAELLVALENQHTIDLTDSEMNKLFEKTRRQLRENAEDMGNGCFKIYHKCDNACIESIRNG.... The pIC50 is 5.6.